Dataset: Forward reaction prediction with 1.9M reactions from USPTO patents (1976-2016). Task: Predict the product of the given reaction. Given the reactants Br[CH2:2][C:3]1[C:8]([C:9]([F:12])([F:11])[F:10])=[CH:7][CH:6]=[CH:5][C:4]=1[F:13].[CH3:14][O:15][C:16]1[N:21]=[N:20][C:19]([N:22]2[C:27](=[O:28])[C:26]3=[C:29]([CH3:41])[N:30]([C:32]4[CH:37]=[CH:36][C:35]([N+:38]([O-:40])=[O:39])=[CH:34][CH:33]=4)[N:31]=[C:25]3[NH:24][C:23]2=[O:42])=[CH:18][CH:17]=1.C(=O)([O-])[O-].[K+].[K+].O, predict the reaction product. The product is: [F:13][C:4]1[CH:5]=[CH:6][CH:7]=[C:8]([C:9]([F:12])([F:11])[F:10])[C:3]=1[CH2:2][N:24]1[C:25]2=[N:31][N:30]([C:32]3[CH:37]=[CH:36][C:35]([N+:38]([O-:40])=[O:39])=[CH:34][CH:33]=3)[C:29]([CH3:41])=[C:26]2[C:27](=[O:28])[N:22]([C:19]2[N:20]=[N:21][C:16]([O:15][CH3:14])=[CH:17][CH:18]=2)[C:23]1=[O:42].